Dataset: Forward reaction prediction with 1.9M reactions from USPTO patents (1976-2016). Task: Predict the product of the given reaction. (1) Given the reactants C(Cl)(=O)C(Cl)=O.CS(C)=O.[Cl:11][C:12]1[CH:13]=[C:14]([C@@H:18]2[C@@H:23]([C:24]3[CH:29]=[CH:28][C:27]([Cl:30])=[CH:26][CH:25]=3)[N:22]([C@@H:31]([CH2:34][CH3:35])[CH2:32][OH:33])[C:21](=[O:36])[C@:20]([CH2:38][C:39]([OH:41])=[O:40])([CH3:37])[CH2:19]2)[CH:15]=[CH:16][CH:17]=1.C(N(CC)CC)C, predict the reaction product. The product is: [Cl:11][C:12]1[CH:13]=[C:14]([C@@H:18]2[C@@H:23]([C:24]3[CH:29]=[CH:28][C:27]([Cl:30])=[CH:26][CH:25]=3)[N:22]([C@@H:31]([CH2:34][CH3:35])[CH:32]=[O:33])[C:21](=[O:36])[C@:20]([CH2:38][C:39]([OH:41])=[O:40])([CH3:37])[CH2:19]2)[CH:15]=[CH:16][CH:17]=1. (2) The product is: [Br:1][C:2]1[CH:3]=[C:4]([NH:5][CH2:14][C:16]2[CH:27]=[CH:26][C:19]3[C:20]([CH3:25])=[C:21]([C:23]#[N:24])[O:22][C:18]=3[CH:17]=2)[CH:6]=[CH:7][C:8]=1[O:9][C:10]([F:11])([F:12])[F:13]. Given the reactants [Br:1][C:2]1[CH:3]=[C:4]([CH:6]=[CH:7][C:8]=1[O:9][C:10]([F:13])([F:12])[F:11])[NH2:5].[CH:14]([C:16]1[CH:27]=[CH:26][C:19]2[C:20]([CH3:25])=[C:21]([C:23]#[N:24])[O:22][C:18]=2[CH:17]=1)=O, predict the reaction product. (3) Given the reactants [OH:1][CH:2]([C:11]1[CH:16]=[CH:15][C:14]([C:17]2[N:21]=[C:20]([C:22]3[O:26][N:25]=[C:24]([C:27]4[CH:32]=[CH:31][CH:30]=[CH:29][CH:28]=4)[C:23]=3[C:33]([F:36])([F:35])[F:34])[O:19][N:18]=2)=[CH:13][CH:12]=1)[C:3]([NH:5][CH2:6][CH2:7][C:8](O)=[O:9])=[O:4].Cl.[NH:38]1[CH2:41][CH:40]([C:42]([O:44][CH3:45])=[O:43])[CH2:39]1.CN1CCOCC1.CN(C(ON1N=NC2C=CC=NC1=2)=[N+](C)C)C.F[P-](F)(F)(F)(F)F, predict the reaction product. The product is: [OH:1][CH:2]([C:11]1[CH:16]=[CH:15][C:14]([C:17]2[N:21]=[C:20]([C:22]3[O:26][N:25]=[C:24]([C:27]4[CH:28]=[CH:29][CH:30]=[CH:31][CH:32]=4)[C:23]=3[C:33]([F:34])([F:35])[F:36])[O:19][N:18]=2)=[CH:13][CH:12]=1)[C:3]([NH:5][CH2:6][CH2:7][C:8]([N:38]1[CH2:41][CH:40]([C:42]([O:44][CH3:45])=[O:43])[CH2:39]1)=[O:9])=[O:4]. (4) Given the reactants C1([N:6]([C@@H:10]([C:44]([CH3:47])([CH3:46])[CH3:45])[C:11]([N:13]2[C@H:17]([C:18](=[O:32])[NH:19][CH:20]([CH2:29][CH2:30][CH3:31])[C@H:21]([OH:28])[C:22]([NH:24][CH:25]3[CH2:27][CH2:26]3)=[O:23])[CH2:16][C@@:15]3([CH2:36][C:35](=[O:37])[N:34]([C:38]4[CH:43]=[CH:42][CH:41]=[CH:40][CH:39]=4)[CH2:33]3)[CH2:14]2)=[O:12])[C:7](=O)[O-:8])CCCC1.O[NH-].CC(OI1(OC(C)=O)(OC(C)=O)O[C:61](=O)[C:60]2[CH:59]=[CH:58][CH:57]=CC1=2)=O.S([O-])([O-])(=O)=S.[Na+].[Na+].[OH2:79], predict the reaction product. The product is: [CH:57]1([O:79][C:7](=[O:8])[NH:6][C@@H:10]([C:44]([CH3:47])([CH3:46])[CH3:45])[C:11]([N:13]2[C@H:17]([C:18](=[O:32])[NH:19][C@@H:20]([CH2:29][CH2:30][CH3:31])[C:21](=[O:28])[C:22]([NH:24][CH:25]3[CH2:27][CH2:26]3)=[O:23])[CH2:16][C@@:15]3([CH2:36][C:35](=[O:37])[N:34]([C:38]4[CH:39]=[CH:40][CH:41]=[CH:42][CH:43]=4)[CH2:33]3)[CH2:14]2)=[O:12])[CH2:58][CH2:59][CH2:60][CH2:61]1. (5) Given the reactants [NH2:1][C:2]1[N:7]=[C:6]([CH2:8][OH:9])[C:5]([C:10]2[CH:15]=[CH:14][C:13]([NH2:16])=[CH:12][CH:11]=2)=[C:4]([NH2:17])[N:3]=1.[Cl:18][C:19]1[CH:26]=[CH:25][C:22]([CH:23]=O)=[CH:21][CH:20]=1.[BH3-]C#N.[Na+], predict the reaction product. The product is: [NH2:1][C:2]1[N:7]=[C:6]([CH2:8][OH:9])[C:5]([C:10]2[CH:11]=[CH:12][C:13]([NH:16][CH2:23][C:22]3[CH:25]=[CH:26][C:19]([Cl:18])=[CH:20][CH:21]=3)=[CH:14][CH:15]=2)=[C:4]([NH2:17])[N:3]=1. (6) Given the reactants C([O:3][C:4]([C:6]1[N:11]=[N:10][C:9]([N:12]([CH2:20][C:21]2([C:25]3[C:30]([F:31])=[CH:29][CH:28]=[CH:27][N:26]=3)[CH2:24][CH2:23][CH2:22]2)[C:13](=[O:19])[O:14][C:15]([CH3:18])([CH3:17])[CH3:16])=[CH:8][CH:7]=1)=[CH2:5])C.Cl, predict the reaction product. The product is: [C:4]([C:6]1[N:11]=[N:10][C:9]([N:12]([CH2:20][C:21]2([C:25]3[C:30]([F:31])=[CH:29][CH:28]=[CH:27][N:26]=3)[CH2:22][CH2:23][CH2:24]2)[C:13](=[O:19])[O:14][C:15]([CH3:18])([CH3:17])[CH3:16])=[CH:8][CH:7]=1)(=[O:3])[CH3:5].